Dataset: Experimentally validated miRNA-target interactions with 360,000+ pairs, plus equal number of negative samples. Task: Binary Classification. Given a miRNA mature sequence and a target amino acid sequence, predict their likelihood of interaction. (1) The miRNA is hsa-miR-149-3p with sequence AGGGAGGGACGGGGGCUGUGC. The protein sequence of the target gene is MAFRRAEGTSMIQALAMTVAEIPVFLYTTFGQSAFSQLRLTPGLRKVLFATALGTVALALAAHQLKRRRRRKKQVGPEMGGEQLGTVPLPILLARKVPSVKKGYSSRRVQSPSSKSNDTLSGISSIEPSKHSGSSHSVASMMAVNSSSPTAACSGLWDARGMEESLTTSDGNAESLYMQGMELFEEALQKWEQALSVGQRGDSGSTPMPRDGLRNPETASEPLSEPESQRKEFAEKLESLLHRAYHLQEEFGSTFPADSMLLDLERTLMLPLTEGSLRLRADDEDSLTSEDSFFSATELF.... Result: 1 (interaction). (2) The miRNA is mmu-miR-3102-5p with sequence GUGAGUGGCCAGGGUGGGGCUG. The protein sequence of the target gene is MSQLSSTLKRYTESSRYTDAPYAKPGYGTYTPSSYGANLAASFLEKEKLGFKPVSPTSFLPRPRTYGPSSILDCDRGRPLLRSDIIGSSKRSESQTRGNERPSGSGLNGGSGFSYGVSSNSLSYLPMNARDQGVTLSQKKSNSQSDLARDFSSLRTSDGYRTSEGFRIDPGNLGRSPMLARTRKELCALQGLYQAASRSEYLTDYLENYGRKGSAPQVLTQAPPPSRVPEVLSPTYRPSGRYTLWEKSKGQASGPSRSSSPGRDTMNSKSAQGLAGLRNLGNTCFMNSILQCLSNTRELR.... Result: 1 (interaction). (3) The miRNA is hsa-miR-6742-3p with sequence ACCUGGGUUGUCCCCUCUAG. The protein sequence of the target gene is MSRPAHRRPEYHKINKDLFVLTYGALVAQLCKDYEKDEDVNQYLDKMGYGIGTRLVEDFLARSCVGRCHSYSEIIDIIAQVAFKMYLGITPSVTCNNSSKNEFSLILEKNPLVEFVEELPAGRSSLCYCNLLCGIIRGALEMVHLAADVTFLQDRLKGDSVTEIGITFLKKRDEKKYRGKK. Result: 0 (no interaction). (4) The miRNA is hsa-miR-589-5p with sequence UGAGAACCACGUCUGCUCUGAG. The protein sequence of the target gene is MEYMSTGSDNKEEIDLLIKHLNVSDVIDIMENLYASEEPAVYEPSLMTMCQDSNQNDERSKSLLLSGQEVPWLSSVRYGTVEDLLAFANHISNTAKHFYGQRPQESGILLNMVITPQNGRYQIDSDVLLIPWKLTYRNIGSDFIPRGAFGKVYLAQDIKTKKRMACKLIPVDQFKPSDVEIQACFRHENIAELYGAVLWGETVHLFMEAGEGGSVLEKLESCGPMREFEIIWVTKHVLKGLDFLHSKKVIHHDIKPSNIVFMSTKAVLVDFGLSVQMTEDVYFPKDLRGTEIYMSPEVIL.... Result: 1 (interaction). (5) The miRNA is hsa-miR-885-3p with sequence AGGCAGCGGGGUGUAGUGGAUA. The protein sequence of the target gene is MAKLWFKFQRYFRRKPVRFFTFLALYLTAGSLVFLHSGFVGQPAVSGNQANPAAAGGPAEGAELSFLGDMHLGRGFRDTGEASSIARRYGPWFKGKDGNERAKLGDYGGAWSRALKGRVVREKEEERAKYIGCYLDDTQSRALRGVSFFDYKKMTIFRCQDNCAERGYLYGGLEFGAECYCGHKIQATNVSEAECDMECKGERGSVCGGANRLSVYRLQLAQESARRYGSAVFRGCFRRPDNLSLALPVTAAMLNMSVDKCVDFCTEKEYPLAALAGTACHCGFPTTRFPLHDREDEQLC.... Result: 0 (no interaction). (6) The miRNA is hsa-miR-9-3p with sequence AUAAAGCUAGAUAACCGAAAGU. The protein sequence of the target gene is MNPQREAAPKSYAIRDSRQMVWVLSGNSLIAAPLSRSIKPVTLHLIACRDTEFSDKEKGNMVYLGIKGKDLCLFCAEIQGKPTLQLKLQGSQDNIGKDTCWKLVGIHTCINLDVRESCFMGTLDQWGIGVGRKKWKSSFQHHHLRKKDKDFSSMRTNIGMPGRM. Result: 0 (no interaction). (7) The miRNA is mmu-miR-3097-5p with sequence CACAGGUGGGAAGUGUGUGUCCA. The protein sequence of the target gene is MSDPEMGWVPEPPTMTLGASRVELRVSCHGLLDRDTLTKPHPCVLLKLYSDEQWVEVERTEVLRSCSSPVFSRVLALEYFFEEKQPLQFHVFDAEDGATSPRNDTFLGSTECTLGQIVSQTKVTKPLLLKNGKTAGKSTITIVAEEVSGTNDYVQLTFRAYKLDNKDLFSKSDPFMEIYKTNEDQSDQLVWRTEVVKNNLNPSWEPFRLSLHSLCSCDVHRPLKFLVYDYDSSGKHDFIGEFTSTFQEMQEGTANPGQEMQWDCINPKYRDKKKNYKSSGTVVLAQCTVEKVHTFLDYIM.... Result: 0 (no interaction).